Predict the reaction yield, written as a fraction of the theoretical maximum amount of product (1.0 means a 100% yield; for example, 0.34 means a 34% yield). From a dataset of Reaction yield outcomes from USPTO patents with 853,638 reactions. (1) The reactants are [F:1][C:2]1[CH:7]=[CH:6][C:5]([O:8][CH3:9])=[CH:4][C:3]=1[C:10]1[CH:15]=[CH:14][C:13]([C:16]([O:18][CH3:19])=[O:17])=[CH:12][C:11]=1[CH:20]=[O:21].Br[CH2:23][CH:24]=[C:25]([CH3:27])[CH3:26].[I-].[Na+].[In]. The catalyst is CN(C=O)C. The product is [F:1][C:2]1[CH:7]=[CH:6][C:5]([O:8][CH3:9])=[CH:4][C:3]=1[C:10]1[CH:15]=[CH:14][C:13]([C:16]([O:18][CH3:19])=[O:17])=[CH:12][C:11]=1[CH:20]([OH:21])[C:25]([CH3:27])([CH3:26])[CH:24]=[CH2:23]. The yield is 0.940. (2) The reactants are C1(C)C=CC(S(O[C@@H:11]([CH2:13]/[CH:14]=[CH:15]/[C:16]2[CH:17]=[N:18][CH:19]=[C:20]([O:22][CH:23]([CH3:25])[CH3:24])[CH:21]=2)[CH3:12])(=O)=O)=CC=1.[CH3:27][NH2:28]. The catalyst is C(O)C. The product is [CH3:27][NH:28][C@H:11]([CH2:13]/[CH:14]=[CH:15]/[C:16]1[CH:17]=[N:18][CH:19]=[C:20]([O:22][CH:23]([CH3:25])[CH3:24])[CH:21]=1)[CH3:12]. The yield is 0.310. (3) The reactants are [Br:1][C:2]1[CH:3]=[C:4]2[C:9](=[CH:10][CH:11]=1)[N:8]=[CH:7][C:6]([C:12]([CH:14]1[CH2:16][CH2:15]1)=[O:13])=[C:5]2Cl.Cl.Cl.[N:20]1([CH2:25][C@H:26]2[CH2:31][CH2:30][C@H:29]([NH2:32])[CH2:28][CH2:27]2)[CH2:24][CH2:23][CH2:22][CH2:21]1. No catalyst specified. The product is [Br:1][C:2]1[CH:3]=[C:4]2[C:9](=[CH:10][CH:11]=1)[N:8]=[CH:7][C:6]([C:12]([CH:14]1[CH2:16][CH2:15]1)=[O:13])=[C:5]2[NH:32][C@H:29]1[CH2:28][CH2:27][C@H:26]([CH2:25][N:20]2[CH2:24][CH2:23][CH2:22][CH2:21]2)[CH2:31][CH2:30]1. The yield is 0.520. (4) The reactants are [CH3:1][NH:2][C:3]([C:5]1[CH:23]=[CH:22][C:8]2[N:9]=[C:10]([NH:12][C:13](=[O:21])[C:14]3[CH:19]=[CH:18][C:17]([CH3:20])=[CH:16][CH:15]=3)[S:11][C:7]=2[CH:6]=1)=[O:4].C(=O)([O-])[O-].[K+].[K+].Br[CH:31]([CH2:36][CH3:37])[C:32]([O:34]C)=[O:33]. The catalyst is CN(C)C=O. The product is [CH3:20][C:17]1[CH:18]=[CH:19][C:14]([C:13]([N:12]=[C:10]2[N:9]([CH:31]([CH2:36][CH3:37])[C:32]([OH:34])=[O:33])[C:8]3[CH:22]=[CH:23][C:5]([C:3](=[O:4])[NH:2][CH3:1])=[CH:6][C:7]=3[S:11]2)=[O:21])=[CH:15][CH:16]=1. The yield is 0.660. (5) The reactants are [CH2:1]([O:8][C:9]1[C:24]([O:25][CH3:26])=[CH:23][C:12]([CH2:13][C:14]2[C:22]3[C:17](=[N:18][CH:19]=[CH:20][CH:21]=3)[NH:16][CH:15]=2)=[C:11]([F:27])[CH:10]=1)[C:2]1[CH:7]=[CH:6][CH:5]=[CH:4][CH:3]=1.[H-].[Na+].[CH:30]([Si:33](Cl)([CH:37]([CH3:39])[CH3:38])[CH:34]([CH3:36])[CH3:35])([CH3:32])[CH3:31].O. The catalyst is CN(C)C=O. The product is [CH2:1]([O:8][C:9]1[C:24]([O:25][CH3:26])=[CH:23][C:12]([CH2:13][C:14]2[C:22]3[C:17](=[N:18][CH:19]=[CH:20][CH:21]=3)[N:16]([Si:33]([CH:37]([CH3:39])[CH3:38])([CH:34]([CH3:36])[CH3:35])[CH:30]([CH3:32])[CH3:31])[CH:15]=2)=[C:11]([F:27])[CH:10]=1)[C:2]1[CH:3]=[CH:4][CH:5]=[CH:6][CH:7]=1. The yield is 0.660.